From a dataset of Full USPTO retrosynthesis dataset with 1.9M reactions from patents (1976-2016). Predict the reactants needed to synthesize the given product. (1) Given the product [CH2:1]([N:8]1[CH2:13][CH2:12][C:25]([NH:15][C:16]2[CH:21]=[CH:20][CH:19]=[CH:18][CH:17]=2)([C:26]#[N:22])[CH2:10][CH2:9]1)[C:2]1[CH:7]=[CH:6][CH:5]=[CH:4][CH:3]=1, predict the reactants needed to synthesize it. The reactants are: [CH2:1]([N:8]1[CH2:13][CH2:12]C(=O)[CH2:10][CH2:9]1)[C:2]1[CH:7]=[CH:6][CH:5]=[CH:4][CH:3]=1.[NH2:15][C:16]1[CH:21]=[CH:20][CH:19]=[CH:18][CH:17]=1.[NH3:22].[OH-].[NH4+].[C:25](O)(=O)[CH3:26]. (2) The reactants are: [Br:1][C:2]1[C:11]2[C:6](=[C:7]([CH3:14])[CH:8]=[C:9]([O:12][CH3:13])[CH:10]=2)[N:5]=[CH:4][C:3]=1C(O)=O.C[N:19]1[CH2:24]COCC1.C1(P(N=[N+]=[N-])(C2C=CC=CC=2)=[O:32])C=CC=CC=1.[C:42]([OH:46])([CH3:45])([CH3:44])[CH3:43]. Given the product [Br:1][C:2]1[C:11]2[C:6](=[C:7]([CH3:14])[CH:8]=[C:9]([O:12][CH3:13])[CH:10]=2)[N:5]=[CH:4][C:3]=1[NH:19][C:24](=[O:32])[O:46][C:42]([CH3:45])([CH3:44])[CH3:43], predict the reactants needed to synthesize it. (3) Given the product [Br:14][CH2:12][C:11]([C:4]1[C:5]2[C:10](=[CH:9][CH:8]=[CH:7][CH:6]=2)[N:1]=[CH:2][CH:3]=1)=[O:13], predict the reactants needed to synthesize it. The reactants are: [N:1]1[C:10]2[C:5](=[CH:6][CH:7]=[CH:8][CH:9]=2)[C:4]([C:11](=[O:13])[CH3:12])=[CH:3][CH:2]=1.[BrH:14].BrBr.C(OCC)C. (4) Given the product [CH2:20]([N:17]([CH2:18][CH3:19])[C:15]([CH:14]([C:22]1[CH:23]=[CH:24][CH:25]=[CH:26][CH:27]=1)[N:11]1[CH2:12][CH2:13][N:8]([C:5]2[CH:6]=[CH:7][C:2]([NH:1][C:49]([C@H:46]3[CH2:47][CH2:48][O:44][CH2:45]3)=[O:50])=[CH:3][C:4]=2[F:28])[CH2:9][CH2:10]1)=[O:16])[CH3:21], predict the reactants needed to synthesize it. The reactants are: [NH2:1][C:2]1[CH:7]=[CH:6][C:5]([N:8]2[CH2:13][CH2:12][N:11]([CH:14]([C:22]3[CH:27]=[CH:26][CH:25]=[CH:24][CH:23]=3)[C:15]([N:17]([CH2:20][CH3:21])[CH2:18][CH3:19])=[O:16])[CH2:10][CH2:9]2)=[C:4]([F:28])[CH:3]=1.C1CCC(N=C=NC2CCCCC2)CC1.[O:44]1[CH2:48][CH2:47][C@H:46]([C:49](O)=[O:50])[CH2:45]1. (5) Given the product [O:1]=[C:2]([C:13]1[O:14][C:15]([C:18]2[CH:23]=[CH:22][CH:21]=[CH:20][N:19]=2)=[CH:16][N:17]=1)[CH2:3][CH2:4][CH2:5][CH2:6][C:7]#[C:8][C:25]1[CH:34]=[CH:33][C:28]([C:29]([O:31][CH3:32])=[O:30])=[CH:27][CH:26]=1, predict the reactants needed to synthesize it. The reactants are: [O:1]=[C:2]([C:13]1[O:14][C:15]([C:18]2[CH:23]=[CH:22][CH:21]=[CH:20][N:19]=2)=[CH:16][N:17]=1)[CH2:3][CH2:4][CH2:5][CH2:6][C:7]#[C:8][Si](C)(C)C.I[C:25]1[CH:34]=[CH:33][C:28]([C:29]([O:31][CH3:32])=[O:30])=[CH:27][CH:26]=1.